The task is: Predict the reactants needed to synthesize the given product.. This data is from Full USPTO retrosynthesis dataset with 1.9M reactions from patents (1976-2016). (1) The reactants are: [N:1]1([CH2:6][CH2:7][CH2:8][NH2:9])[CH:5]=[CH:4][N:3]=[CH:2]1.[F:10][C:11]1[CH:18]=[CH:17][CH:16]=[CH:15][C:12]=1[CH:13]=O.C([O:21][C:22](=O)[C:23](=[O:34])[CH2:24][C:25]1[C:33]2[C:28](=[CH:29][CH:30]=[CH:31][CH:32]=2)[NH:27][CH:26]=1)C. Given the product [F:10][C:11]1[CH:18]=[CH:17][CH:16]=[CH:15][C:12]=1[CH:13]1[N:9]([CH2:8][CH2:7][CH2:6][N:1]2[CH:5]=[CH:4][N:3]=[CH:2]2)[C:22](=[O:21])[C:23]([OH:34])=[C:24]1[C:25]1[C:33]2[C:28](=[CH:29][CH:30]=[CH:31][CH:32]=2)[NH:27][CH:26]=1, predict the reactants needed to synthesize it. (2) The reactants are: C[Si](N)(C)C.[K].[N:7]12[CH2:15][CH:11]([CH2:12][CH2:13][CH2:14]1)[CH:10]([OH:16])[CH2:9][CH2:8]2.[Cl:17][C:18]1[N:19]=[N:20][C:21](Cl)=[CH:22][CH:23]=1. Given the product [Cl:17][C:18]1[N:19]=[N:20][C:21]([O:16][CH:10]2[CH:11]3[CH2:15][N:7]([CH2:14][CH2:13][CH2:12]3)[CH2:8][CH2:9]2)=[CH:22][CH:23]=1, predict the reactants needed to synthesize it. (3) The reactants are: [CH-:1]1[CH:5]=[CH:4][CH:3]=[CH:2]1.[Na+].I[CH2:8][CH2:9][C:10]([O:12][CH3:13])=[O:11]. Given the product [C:1]1([CH2:8][CH2:9][C:10]([O:12][CH3:13])=[O:11])[CH2:5][CH:4]=[CH:3][CH:2]=1.[C:1]1([CH2:8][CH2:9][C:10]([O:12][CH3:13])=[O:11])[CH:5]=[CH:4][CH2:3][CH:2]=1, predict the reactants needed to synthesize it. (4) Given the product [CH2:10]1[O:11][C:3]2[CH:2]=[CH:1][C:6]([C:7]([CH:7]([C:6]3[CH:1]=[CH:2][C:3]4[O:11][CH2:10][O:9][C:4]=4[CH:5]=3)[OH:8])=[O:8])=[CH:5][C:4]=2[O:9]1, predict the reactants needed to synthesize it. The reactants are: [CH:1]1[C:6]([CH:7]=[O:8])=[CH:5][C:4]2[O:9][CH2:10][O:11][C:3]=2[CH:2]=1.[C-]#N.[K+]. (5) The reactants are: [NH2:1][C:2]([NH:4]CC1C=CC=CC=1[N+]([O-])=O)=[S:3].Br.Br[CH2:17][C:18]([C:20]1[CH:25]=[CH:24][CH:23]=[CH:22][N:21]=1)=O.[NH4+].[Cl-].ClC(OC1C=CC([N+]([O-])=O)=CC=1)=O.CCN(CC)CC. Given the product [N:21]1[CH:22]=[CH:23][CH:24]=[CH:25][C:20]=1[C:18]1[N:1]=[C:2]([NH2:4])[S:3][CH:17]=1, predict the reactants needed to synthesize it.